This data is from Forward reaction prediction with 1.9M reactions from USPTO patents (1976-2016). The task is: Predict the product of the given reaction. (1) Given the reactants [CH3:1][C:2]1[CH:7]=[CH:6][N:5]=[C:4]([NH2:8])[C:3]=1[NH2:9].[O:10]([CH2:17][C:18]1[CH:25]=[CH:24][C:21]([CH:22]=O)=[CH:20][CH:19]=1)[C:11]1[CH:16]=[CH:15][CH:14]=[CH:13][CH:12]=1.C(OI(C1C=CC=CC=1)OC(=O)C)(=O)C, predict the reaction product. The product is: [CH3:1][C:2]1[CH:7]=[CH:6][N:5]=[C:4]2[NH:8][C:22]([C:21]3[CH:24]=[CH:25][C:18]([CH2:17][O:10][C:11]4[CH:16]=[CH:15][CH:14]=[CH:13][CH:12]=4)=[CH:19][CH:20]=3)=[N:9][C:3]=12. (2) Given the reactants [NH2:1][C:2]1[C:3]([C:8]([O:10][CH3:11])=[O:9])=[N:4][CH:5]=[CH:6][N:7]=1.[I:12]N1C(=O)CCC1=O.S([O-])([O-])(=O)=S.[Na+].[Na+], predict the reaction product. The product is: [CH3:11][O:10][C:8]([C:3]1[C:2]([NH2:1])=[N:7][CH:6]=[C:5]([I:12])[N:4]=1)=[O:9]. (3) The product is: [CH:18]([C:15]1[N:14]=[C:13]([N:10]2[CH2:11][CH2:12][CH:7]([N:4]3[CH2:5][CH2:6][CH:2]([O:30][C:27]4[CH:28]=[CH:29][C:24]([S:23][CH3:22])=[CH:25][CH:26]=4)[C:3]3=[O:21])[CH2:8][CH2:9]2)[S:17][N:16]=1)([CH3:20])[CH3:19]. Given the reactants Br[CH:2]1[CH2:6][CH2:5][N:4]([CH:7]2[CH2:12][CH2:11][N:10]([C:13]3[S:17][N:16]=[C:15]([CH:18]([CH3:20])[CH3:19])[N:14]=3)[CH2:9][CH2:8]2)[C:3]1=[O:21].[CH3:22][S:23][C:24]1[CH:29]=[CH:28][C:27]([OH:30])=[CH:26][CH:25]=1.C([O-])([O-])=O.[K+].[K+], predict the reaction product. (4) Given the reactants [CH2:1]1[C:10]2[C:5](=[CH:6][CH:7]=[CH:8][CH:9]=2)[CH2:4][CH2:3][N:2]1[C:11]1[C:12]([C:25]2[CH:30]=[CH:29][CH:28]=[CH:27][CH:26]=2)=[N:13][C:14]2[C:19]([N:20]=1)=[CH:18][C:17]([C:21]([O:23]C)=[O:22])=[CH:16][CH:15]=2.[OH-].[Na+], predict the reaction product. The product is: [CH2:1]1[C:10]2[C:5](=[CH:6][CH:7]=[CH:8][CH:9]=2)[CH2:4][CH2:3][N:2]1[C:11]1[C:12]([C:25]2[CH:26]=[CH:27][CH:28]=[CH:29][CH:30]=2)=[N:13][C:14]2[C:19]([N:20]=1)=[CH:18][C:17]([C:21]([OH:23])=[O:22])=[CH:16][CH:15]=2. (5) Given the reactants Cl.[NH2:2][C:3]1[CH:4]=[C:5]([CH:21]=[CH:22][CH:23]=1)[CH2:6][NH:7][C:8]1[C:17]2[C:12](=[C:13]([C:18]([NH2:20])=[O:19])[CH:14]=[CH:15][CH:16]=2)[N:11]=[CH:10][N:9]=1.Cl[C:25]1[N:33]=[CH:32][N:31]=[C:30]2[C:26]=1[N:27]=[CH:28][NH:29]2, predict the reaction product. The product is: [N:33]1[C:25]([NH:2][C:3]2[CH:4]=[C:5]([CH:21]=[CH:22][CH:23]=2)[CH2:6][NH:7][C:8]2[C:17]3[C:12](=[C:13]([C:18]([NH2:20])=[O:19])[CH:14]=[CH:15][CH:16]=3)[N:11]=[CH:10][N:9]=2)=[C:26]2[C:30]([NH:29][CH:28]=[N:27]2)=[N:31][CH:32]=1. (6) Given the reactants [OH-].[K+].[F:3][C:4]([F:28])([F:27])[C:5]1[N:9]2[N:10]=[C:11]([N:14]3[CH2:19][CH2:18][N:17]([C:20]4[CH:25]=[CH:24][C:23]([OH:26])=[CH:22][CH:21]=4)[CH2:16][CH2:15]3)[CH:12]=[CH:13][C:8]2=[N:7][N:6]=1.Br[CH2:30][CH2:31][CH2:32][OH:33], predict the reaction product. The product is: [F:28][C:4]([F:3])([F:27])[C:5]1[N:9]2[N:10]=[C:11]([N:14]3[CH2:15][CH2:16][N:17]([C:20]4[CH:25]=[CH:24][C:23]([O:26][CH2:30][CH2:31][CH2:32][OH:33])=[CH:22][CH:21]=4)[CH2:18][CH2:19]3)[CH:12]=[CH:13][C:8]2=[N:7][N:6]=1.